This data is from Forward reaction prediction with 1.9M reactions from USPTO patents (1976-2016). The task is: Predict the product of the given reaction. (1) The product is: [Br:1][C:2]1[CH:3]=[CH:4][C:5]([CH2:8][CH2:9][NH2:10])=[N:6][CH:7]=1. Given the reactants [Br:1][C:2]1[CH:3]=[CH:4][C:5]([CH2:8][C:9]#[N:10])=[N:6][CH:7]=1.B.C1COCC1, predict the reaction product. (2) Given the reactants F[C:2]1[CH:3]=[N:4][CH:5]=[CH:6][C:7]=1[C:8]1[O:9][C:10]2[CH:16]=[CH:15][C:14]([C:17]([F:20])([F:19])[F:18])=[CH:13][C:11]=2[N:12]=1.C(=O)([O-])[O-].[K+].[K+].[CH:27]([NH2:30])([CH3:29])[CH3:28].CN(C=O)C, predict the reaction product. The product is: [CH:27]([NH:30][C:2]1[CH:3]=[N:4][CH:5]=[CH:6][C:7]=1[C:8]1[O:9][C:10]2[CH:16]=[CH:15][C:14]([C:17]([F:20])([F:19])[F:18])=[CH:13][C:11]=2[N:12]=1)([CH3:29])[CH3:28]. (3) The product is: [C:1]([N:4]1[C:8]2=[N:9][C:10]3[N:11]([CH3:27])[C:12](=[O:26])[N:13]([CH2:17][CH2:18][CH2:19][CH2:20][C@H:21]([NH2:23])[CH3:22])[C:14](=[O:16])[C:15]=3[N:7]2[CH2:6][CH2:5]1)(=[O:3])[CH3:2]. Given the reactants [C:1]([N:4]1[C:8]2=[N:9][C:10]3[N:11]([CH3:27])[C:12](=[O:26])[N:13]([CH2:17][CH2:18][CH2:19][CH2:20][C@H:21]([N:23]=[N+]=[N-])[CH3:22])[C:14](=[O:16])[C:15]=3[N:7]2[CH2:6][CH2:5]1)(=[O:3])[CH3:2].C(O)C.[H][H], predict the reaction product.